From a dataset of Forward reaction prediction with 1.9M reactions from USPTO patents (1976-2016). Predict the product of the given reaction. (1) Given the reactants [CH3:1][O:2][C:3](=[O:13])[CH2:4][C:5]1[CH:10]=[C:9]([OH:11])[CH:8]=[CH:7][C:6]=1[Br:12].F[C:15]1[CH:22]=[CH:21][C:20]([C:23]([F:26])([F:25])[F:24])=[CH:19][C:16]=1[CH:17]=[O:18], predict the reaction product. The product is: [CH3:1][O:2][C:3](=[O:13])[CH2:4][C:5]1[CH:10]=[C:9]([O:11][C:15]2[CH:22]=[CH:21][C:20]([C:23]([F:26])([F:25])[F:24])=[CH:19][C:16]=2[CH:17]=[O:18])[CH:8]=[CH:7][C:6]=1[Br:12]. (2) Given the reactants [OH-].[Na+].[C:3]([O:7][C:8]([NH:10][C:11]1[S:12][C:13]([S:16][C:17]2[CH:22]=[CH:21][CH:20]=[C:19]([C:23]([O:25]C)=[O:24])[CH:18]=2)=[CH:14][N:15]=1)=[O:9])([CH3:6])([CH3:5])[CH3:4], predict the reaction product. The product is: [CH3:5][C:3]([CH3:6])([O:7][C:8]([NH:10][C:11]1[S:12][C:13]([S:16][C:17]2[CH:18]=[C:19]([CH:20]=[CH:21][CH:22]=2)[C:23]([OH:25])=[O:24])=[CH:14][N:15]=1)=[O:9])[CH3:4]. (3) Given the reactants C(NC(C)C)(C)C.C([Li])CCC.[CH3:13][O:14][CH2:15][S:16][C:17]1[CH:22]=[CH:21][C:20]([CH2:23][C:24]([OH:26])=[O:25])=[CH:19][CH:18]=1.I[CH2:28][CH:29]1[CH2:33][CH2:32][CH2:31][CH2:30]1, predict the reaction product. The product is: [CH:29]1([CH2:28][CH:23]([C:20]2[CH:21]=[CH:22][C:17]([S:16][CH2:15][O:14][CH3:13])=[CH:18][CH:19]=2)[C:24]([OH:26])=[O:25])[CH2:33][CH2:32][CH2:31][CH2:30]1.